Dataset: Forward reaction prediction with 1.9M reactions from USPTO patents (1976-2016). Task: Predict the product of the given reaction. The product is: [C:1]([N:8]1[CH2:9][CH2:10][N:11]([S:21]([CH2:14][C:15]2[CH:20]=[CH:19][CH:18]=[CH:17][CH:16]=2)(=[O:23])=[O:22])[CH2:12][CH2:13]1)([O:3][C:4]([CH3:7])([CH3:6])[CH3:5])=[O:2]. Given the reactants [C:1]([N:8]1[CH2:13][CH2:12][NH:11][CH2:10][CH2:9]1)([O:3][C:4]([CH3:7])([CH3:6])[CH3:5])=[O:2].[CH2:14]([S:21](Cl)(=[O:23])=[O:22])[C:15]1[CH:20]=[CH:19][CH:18]=[CH:17][CH:16]=1.C([O-])([O-])=O.[Na+].[Na+], predict the reaction product.